Regression. Given two drug SMILES strings and cell line genomic features, predict the synergy score measuring deviation from expected non-interaction effect. From a dataset of NCI-60 drug combinations with 297,098 pairs across 59 cell lines. (1) Drug 1: C1=NC(=NC(=O)N1C2C(C(C(O2)CO)O)O)N. Drug 2: CS(=O)(=O)OCCCCOS(=O)(=O)C. Cell line: M14. Synergy scores: CSS=24.2, Synergy_ZIP=-8.22, Synergy_Bliss=3.60, Synergy_Loewe=-15.6, Synergy_HSA=2.92. (2) Drug 1: CS(=O)(=O)C1=CC(=C(C=C1)C(=O)NC2=CC(=C(C=C2)Cl)C3=CC=CC=N3)Cl. Drug 2: CC(C1=C(C=CC(=C1Cl)F)Cl)OC2=C(N=CC(=C2)C3=CN(N=C3)C4CCNCC4)N. Cell line: NCI-H322M. Synergy scores: CSS=0.908, Synergy_ZIP=-0.101, Synergy_Bliss=0.533, Synergy_Loewe=-2.47, Synergy_HSA=-2.27. (3) Drug 1: C1CN1P(=S)(N2CC2)N3CC3. Drug 2: CC1=C2C(C(=O)C3(C(CC4C(C3C(C(C2(C)C)(CC1OC(=O)C(C(C5=CC=CC=C5)NC(=O)C6=CC=CC=C6)O)O)OC(=O)C7=CC=CC=C7)(CO4)OC(=O)C)O)C)OC(=O)C. Cell line: COLO 205. Synergy scores: CSS=20.1, Synergy_ZIP=-2.29, Synergy_Bliss=1.50, Synergy_Loewe=-0.460, Synergy_HSA=1.68. (4) Drug 1: CN(C(=O)NC(C=O)C(C(C(CO)O)O)O)N=O. Drug 2: CC(C)CN1C=NC2=C1C3=CC=CC=C3N=C2N. Cell line: HCC-2998. Synergy scores: CSS=9.68, Synergy_ZIP=-2.97, Synergy_Bliss=-8.88, Synergy_Loewe=0.963, Synergy_HSA=-3.78. (5) Drug 1: C1=CC=C(C=C1)NC(=O)CCCCCCC(=O)NO. Drug 2: C1C(C(OC1N2C=NC(=NC2=O)N)CO)O. Cell line: COLO 205. Synergy scores: CSS=30.5, Synergy_ZIP=-1.04, Synergy_Bliss=1.26, Synergy_Loewe=-0.536, Synergy_HSA=5.65. (6) Drug 1: CC1=C2C(C(=O)C3(C(CC4C(C3C(C(C2(C)C)(CC1OC(=O)C(C(C5=CC=CC=C5)NC(=O)OC(C)(C)C)O)O)OC(=O)C6=CC=CC=C6)(CO4)OC(=O)C)OC)C)OC. Drug 2: CN(C(=O)NC(C=O)C(C(C(CO)O)O)O)N=O. Cell line: CCRF-CEM. Synergy scores: CSS=68.7, Synergy_ZIP=14.3, Synergy_Bliss=10.4, Synergy_Loewe=-33.6, Synergy_HSA=10.7.